The task is: Predict the reaction yield, written as a fraction of the theoretical maximum amount of product (1.0 means a 100% yield; for example, 0.34 means a 34% yield).. This data is from Reaction yield outcomes from USPTO patents with 853,638 reactions. The reactants are [F:1][C:2]1[CH:3]=[C:4]([C:22]2[C:23]([C:28]#[N:29])=[CH:24][CH:25]=[CH:26][CH:27]=2)[CH:5]=[CH:6][C:7]=1[CH2:8][C:9]1[C:10](=[O:21])[NH:11][C:12]2[N:13]([N:18]=[CH:19][N:20]=2)[C:14]=1[CH2:15][CH2:16][CH3:17].N(C(N1CCCCC1)=O)=NC(N1CCCCC1)=O.C(P(CCCC)CCCC)CCC.[CH3:61][O:62][C:63]1[CH:68]=[C:67]([O:69][CH3:70])[CH:66]=[CH:65][C:64]=1[CH2:71]O. The catalyst is C(OCC)(=O)C.O1CCCC1. The product is [CH3:61][O:62][C:63]1[CH:68]=[C:67]([O:69][CH3:70])[CH:66]=[CH:65][C:64]=1[CH2:71][N:11]1[C:10](=[O:21])[C:9]([CH2:8][C:7]2[CH:6]=[CH:5][C:4]([C:22]3[C:23]([C:28]#[N:29])=[CH:24][CH:25]=[CH:26][CH:27]=3)=[CH:3][C:2]=2[F:1])=[C:14]([CH2:15][CH2:16][CH3:17])[N:13]2[N:18]=[CH:19][N:20]=[C:12]12. The yield is 0.260.